From a dataset of Peptide-MHC class I binding affinity with 185,985 pairs from IEDB/IMGT. Regression. Given a peptide amino acid sequence and an MHC pseudo amino acid sequence, predict their binding affinity value. This is MHC class I binding data. (1) The peptide sequence is QRVIPVYQV. The MHC is HLA-A03:01 with pseudo-sequence HLA-A03:01. The binding affinity (normalized) is 0. (2) The peptide sequence is RMKMRRPHL. The MHC is HLA-B08:01 with pseudo-sequence HLA-B08:01. The binding affinity (normalized) is 0.505. (3) The peptide sequence is KQFYIFNTH. The MHC is HLA-A02:11 with pseudo-sequence HLA-A02:11. The binding affinity (normalized) is 0.0847.